Dataset: Reaction yield outcomes from USPTO patents with 853,638 reactions. Task: Predict the reaction yield, written as a fraction of the theoretical maximum amount of product (1.0 means a 100% yield; for example, 0.34 means a 34% yield). (1) The reactants are S[C:2]1[N:3]=[C:4]([OH:12])[C:5]2[C@H:10]([CH3:11])[CH2:9][CH2:8][C:6]=2[N:7]=1.[NH4+].[OH-]. The catalyst is O.[Ni]. The product is [CH3:11][C@H:10]1[C:5]2[C:4]([OH:12])=[N:3][CH:2]=[N:7][C:6]=2[CH2:8][CH2:9]1. The yield is 0.990. (2) The reactants are [CH2:1]([N:3]1[CH2:7][CH2:6][CH2:5][CH:4]1[CH2:8][O:9][C:10]1[CH:11]=[C:12]2[C:17](=[CH:18][CH:19]=1)[CH:16]=[C:15]([C:20]1[C:28]3[C:23](=[CH:24][CH:25]=[C:26]([C:29]#[N:30])[CH:27]=3)[N:22](C3CCCCO3)[N:21]=1)[CH:14]=[CH:13]2)[CH3:2].[OH-].[K+].F[P-](F)(F)(F)(F)F.N1(OC(N(C)C)=[N+](C)C)C2C=[CH:52][CH:53]=[CH:54][C:49]=2N=N1.O.[OH:64]N1C2C=CC=CC=2N=N1.C(N(CC)CC)C.NCC1CC1. The catalyst is C(O)C.O. The product is [CH:54]1([CH2:49][NH:30][C:29]([C:26]2[CH:27]=[C:28]3[C:23](=[CH:24][CH:25]=2)[NH:22][N:21]=[C:20]3[C:15]2[CH:14]=[CH:13][C:12]3[C:17](=[CH:18][CH:19]=[C:10]([O:9][CH2:8][CH:4]4[CH2:5][CH2:6][CH2:7][N:3]4[CH2:1][CH3:2])[CH:11]=3)[CH:16]=2)=[O:64])[CH2:52][CH2:53]1. The yield is 0.620. (3) The reactants are [CH2:1]([N:3]1[CH2:8][CH2:7][N:6]([C:9]2[CH:10]=[N:11][C:12]([N+:15]([O-])=O)=[CH:13][CH:14]=2)[CH2:5][CH2:4]1)[CH3:2].[CH2:18](O)C. The catalyst is [Pd]. The product is [CH2:1]([N:3]1[CH2:8][CH2:7][N:6](/[C:9](=[CH:14]\[CH:13]=[CH2:18])/[CH:10]=[N:11]/[CH2:12][NH2:15])[CH2:5][CH2:4]1)[CH3:2]. The yield is 0.860. (4) The reactants are FC(F)(F)C(O)=O.[Br:8][C:9]1[CH:14]=[CH:13][C:12]([CH:15]([OH:19])[CH2:16][CH2:17][CH3:18])=[C:11]([F:20])[CH:10]=1.CC(OI1(OC(C)=O)(OC(C)=O)OC(=O)C2C=CC=CC1=2)=O. The catalyst is ClCCl. The product is [Br:8][C:9]1[CH:14]=[CH:13][C:12]([C:15](=[O:19])[CH2:16][CH2:17][CH3:18])=[C:11]([F:20])[CH:10]=1. The yield is 0.750. (5) The reactants are C(OC([N:8]1[CH2:13][CH2:12][N:11]([C:14]2[CH:19]=[CH:18][C:17]([NH:20][C:21]([C:23]3[O:24][C:25]4[C:30]([C:31](=[O:33])[CH:32]=3)=[CH:29][CH:28]=[CH:27][C:26]=4[N:34]3[CH2:39][CH2:38][N:37]([CH3:40])[CH2:36][CH2:35]3)=[O:22])=[CH:16][CH:15]=2)[CH2:10][CH2:9]1)=O)(C)(C)C. The catalyst is C(OCC)(=O)C. The product is [N:11]1([C:14]2[CH:19]=[CH:18][C:17]([NH:20][C:21]([C:23]3[O:24][C:25]4[C:30]([C:31](=[O:33])[CH:32]=3)=[CH:29][CH:28]=[CH:27][C:26]=4[N:34]3[CH2:35][CH2:36][N:37]([CH3:40])[CH2:38][CH2:39]3)=[O:22])=[CH:16][CH:15]=2)[CH2:12][CH2:13][NH:8][CH2:9][CH2:10]1. The yield is 0.760.